Dataset: Reaction yield outcomes from USPTO patents with 853,638 reactions. Task: Predict the reaction yield, written as a fraction of the theoretical maximum amount of product (1.0 means a 100% yield; for example, 0.34 means a 34% yield). The reactants are [CH:1]([NH:3][C@@H:4]1[CH2:9][C@H:8]([N:10]([CH:12]([CH3:14])[CH3:13])[CH3:11])[CH2:7][CH2:6][C@@H:5]1[N:15]1[CH2:19][CH2:18][C@H:17]([NH:20]C(=O)OCC2C=CC=CC=2)[C:16]1=[O:31])=[O:2]. The catalyst is CO.[Pd]. The product is [NH2:20][C@H:17]1[CH2:18][CH2:19][N:15]([C@H:5]2[CH2:6][CH2:7][C@@H:8]([N:10]([CH:12]([CH3:14])[CH3:13])[CH3:11])[CH2:9][C@H:4]2[NH:3][CH:1]=[O:2])[C:16]1=[O:31]. The yield is 1.00.